Dataset: Forward reaction prediction with 1.9M reactions from USPTO patents (1976-2016). Task: Predict the product of the given reaction. (1) Given the reactants [OH:1][C@H:2]1[CH2:6][CH2:5][NH:4][C:3]1=[O:7].Br[C:9]1[CH:14]=[CH:13][C:12]([C:15]([F:18])([F:17])[F:16])=[CH:11][CH:10]=1.C1(P(C2C=CC=CC=2)C2C3OC4C(=CC=CC=4P(C4C=CC=CC=4)C4C=CC=CC=4)C(C)(C)C=3C=CC=2)C=CC=CC=1.C(=O)([O-])[O-].[Cs+].[Cs+], predict the reaction product. The product is: [OH:1][C@H:2]1[CH2:6][CH2:5][N:4]([C:9]2[CH:14]=[CH:13][C:12]([C:15]([F:18])([F:17])[F:16])=[CH:11][CH:10]=2)[C:3]1=[O:7]. (2) The product is: [Cl:20][C:21]1[N:22]=[C:23]([Cl:39])[C:24]2[C:29]([C:9]3[CH:8]=[CH:7][C:5]4[N:6]=[C:2]([CH3:1])[O:3][C:4]=4[CH:10]=3)=[CH:28][N:27]([CH2:31][O:32][CH2:33][CH2:34][Si:35]([CH3:37])([CH3:36])[CH3:38])[C:25]=2[N:26]=1. Given the reactants [CH3:1][C:2]1[O:3][C:4]2[CH:10]=[C:9](B3OC(C)(C)C(C)(C)O3)[CH:8]=[CH:7][C:5]=2[N:6]=1.[Cl:20][C:21]1[N:22]=[C:23]([Cl:39])[C:24]2[C:29](I)=[CH:28][N:27]([CH2:31][O:32][CH2:33][CH2:34][Si:35]([CH3:38])([CH3:37])[CH3:36])[C:25]=2[N:26]=1.C(=O)([O-])[O-].[Na+].[Na+].ClCCl, predict the reaction product. (3) Given the reactants C(OC([NH:8][C@@:9]1([CH3:37])[CH2:13][CH2:12][C@@H:11]([NH:14][C:15]2[C:16]3[N:17]([CH:24]=[C:25]([C:27]([NH:29][NH:30][C:31]([S:33][CH3:34])=[S:32])=O)[CH:26]=3)[N:18]=[CH:19][C:20]=2[C:21](=[O:23])[NH2:22])[C:10]1([CH3:36])[CH3:35])=O)(C)(C)C.O.C1(C)C=CC(S(O)(=O)=O)=CC=1, predict the reaction product. The product is: [NH2:8][C@@:9]1([CH3:37])[CH2:13][CH2:12][C@@H:11]([NH:14][C:15]2[C:16]3[N:17]([CH:24]=[C:25]([C:27]4[S:32][C:31]([S:33][CH3:34])=[N:30][N:29]=4)[CH:26]=3)[N:18]=[CH:19][C:20]=2[C:21]([NH2:22])=[O:23])[C:10]1([CH3:35])[CH3:36]. (4) Given the reactants [CH3:1][O:2][C:3](=[O:22])[C:4]1[CH:9]=[CH:8][C:7]([C:10]([F:13])([F:12])[F:11])=[C:6](OS(C(F)(F)F)(=O)=O)[CH:5]=1.[CH:23]1(OB(O)O)[CH2:26][CH2:25][CH2:24]1.C(=O)([O-])[O-].[Cs+].[Cs+], predict the reaction product. The product is: [CH3:1][O:2][C:3](=[O:22])[C:4]1[CH:9]=[CH:8][C:7]([C:10]([F:13])([F:12])[F:11])=[C:6]([CH:23]2[CH2:26][CH2:25][CH2:24]2)[CH:5]=1. (5) The product is: [ClH:3].[CH3:14][O:12][C:11]([C:6]1([CH3:5])[CH2:10][CH2:9][NH:8][CH2:7]1)=[O:13]. Given the reactants S(Cl)([Cl:3])=O.[CH3:5][C:6]1([C:11]([OH:13])=[O:12])[CH2:10][CH2:9][NH:8][CH2:7]1.[CH3:14]O, predict the reaction product. (6) Given the reactants Cl.[CH2:2]([C:4]1([CH2:36][CH3:37])[O:9][C:8](=[O:10])[N:7]([CH2:11][CH2:12][C:13]([NH:16][CH2:17][C@@H:18]([C:20]2[CH:21]=[CH:22][C:23]([OH:31])=[C:24]([NH:26][S:27]([CH3:30])(=[O:29])=[O:28])[CH:25]=2)[OH:19])([CH3:15])[CH3:14])[C:6]2[CH:32]=[CH:33][CH:34]=[CH:35][C:5]1=2)[CH3:3].CC(C)=O, predict the reaction product. The product is: [CH2:36]([C:4]1([CH2:2][CH3:3])[O:9][C:8](=[O:10])[N:7]([CH2:11][CH2:12][C:13]([NH:16][CH2:17][CH:18]([C:20]2[CH:21]=[CH:22][C:23]([OH:31])=[C:24]([NH:26][S:27]([CH3:30])(=[O:28])=[O:29])[CH:25]=2)[OH:19])([CH3:14])[CH3:15])[C:6]2[CH:32]=[CH:33][CH:34]=[CH:35][C:5]1=2)[CH3:37]. (7) Given the reactants C([Li])CCC.[CH:6]1[C:14]2[C:13]3[CH:15]=[CH:16][CH:17]=[CH:18][C:12]=3[O:11][C:10]=2[C:9]([C:19]2[CH:20]=[CH:21][C:22]3[N:23]([C:32]4[CH:37]=[CH:36][CH:35]=[CH:34][CH:33]=4)[C:24]4[C:29]([C:30]=3[CH:31]=2)=[CH:28][CH:27]=[CH:26][CH:25]=4)=[CH:8][CH:7]=1.CN(CCN(C)C)C.Cl[Si:47]([CH3:50])([CH3:49])[CH3:48], predict the reaction product. The product is: [C:32]1([N:23]2[C:22]3[CH:21]=[CH:20][C:19]([C:9]4[C:10]5[O:11][C:12]6[C:18]([Si:47]([CH3:50])([CH3:49])[CH3:48])=[CH:17][CH:16]=[CH:15][C:13]=6[C:14]=5[CH:6]=[CH:7][CH:8]=4)=[CH:31][C:30]=3[C:29]3[C:24]2=[CH:25][CH:26]=[CH:27][CH:28]=3)[CH:33]=[CH:34][CH:35]=[CH:36][CH:37]=1.